This data is from Catalyst prediction with 721,799 reactions and 888 catalyst types from USPTO. The task is: Predict which catalyst facilitates the given reaction. (1) Reactant: [C:1]([C:3]1[CH:37]=[CH:36][C:6]2[N:7]([CH2:22][C:23]3[C:32]4[C:27](=[CH:28][CH:29]=[CH:30][CH:31]=4)[N:26]=[CH:25][C:24]=3[CH:33]3[CH2:35][CH2:34]3)[C:8](=[O:21])[C@@H:9]([NH:13][C:14](=[O:20])[O:15][C:16]([CH3:19])([CH3:18])[CH3:17])[C@H:10]([CH3:12])[NH:11][C:5]=2[CH:4]=1)#[N:2].[O:38]1[CH2:43][CH2:42][CH:41]([C:44](Cl)=[O:45])[CH2:40][CH2:39]1. Product: [C:1]([C:3]1[CH:37]=[CH:36][C:6]2[N:7]([CH2:22][C:23]3[C:32]4[C:27](=[CH:28][CH:29]=[CH:30][CH:31]=4)[N:26]=[CH:25][C:24]=3[CH:33]3[CH2:34][CH2:35]3)[C:8](=[O:21])[C@@H:9]([NH:13][C:14](=[O:20])[O:15][C:16]([CH3:19])([CH3:18])[CH3:17])[C@H:10]([CH3:12])[N:11]([C:44]([CH:41]3[CH2:42][CH2:43][O:38][CH2:39][CH2:40]3)=[O:45])[C:5]=2[CH:4]=1)#[N:2]. The catalyst class is: 436. (2) Reactant: [Br:1][C:2]1[CH:10]=[C:9]2[C:5]([CH2:6][C:7](=[O:11])[NH:8]2)=[CH:4][CH:3]=1.[Br:12][C:13]1[CH:21]=[C:20]2[C:16]([C:17](=O)[C:18](=[O:22])[NH:19]2)=[CH:15][CH:14]=1.Cl. Product: [Br:1][C:2]1[CH:10]=[C:9]2[C:5](/[C:6](=[C:17]3\[C:18](=[O:22])[NH:19][C:20]4[C:16]\3=[CH:15][CH:14]=[C:13]([Br:12])[CH:21]=4)/[C:7](=[O:11])[NH:8]2)=[CH:4][CH:3]=1. The catalyst class is: 15. (3) Reactant: [F:1][C:2]1([F:47])[CH2:5][CH:4]([NH:6][C:7]([NH:9][C@:10]([C:32]2[CH:37]=[CH:36][C:35]([F:38])=[C:34](/[CH:39]=C/C3C=CC=CC=3)[CH:33]=2)([C:18]2[CH:23]=[C:22]([O:24][C:25]([F:30])([F:29])[CH:26]([F:28])[F:27])[CH:21]=[C:20]([F:31])[CH:19]=2)[CH2:11][C:12]2[CH:17]=[CH:16][CH:15]=[CH:14][CH:13]=2)=[O:8])[CH2:3]1.C[N+]1([O-])CC[O:52]CC1. Product: [F:1][C:2]1([F:47])[CH2:5][CH:4]([NH:6][C:7]([NH:9][C@:10]([C:32]2[CH:37]=[CH:36][C:35]([F:38])=[C:34]([CH:39]=[O:52])[CH:33]=2)([C:18]2[CH:23]=[C:22]([O:24][C:25]([F:29])([F:30])[CH:26]([F:28])[F:27])[CH:21]=[C:20]([F:31])[CH:19]=2)[CH2:11][C:12]2[CH:13]=[CH:14][CH:15]=[CH:16][CH:17]=2)=[O:8])[CH2:3]1. The catalyst class is: 2. (4) Reactant: [C:1]([CH2:3][CH2:4][C@H:5]1[CH2:10][CH2:9][C@H:8]([NH:11]C(=O)OC(C)(C)C)[CH2:7][CH2:6]1)#[N:2].[F:19][C:20]([F:25])([F:24])[C:21]([OH:23])=[O:22]. Product: [F:19][C:20]([F:25])([F:24])[C:21]([OH:23])=[O:22].[NH2:11][C@H:8]1[CH2:9][CH2:10][C@H:5]([CH2:4][CH2:3][C:1]#[N:2])[CH2:6][CH2:7]1.[C:21]([OH:23])([C:20]([F:25])([F:24])[F:19])=[O:22]. The catalyst class is: 2. (5) Reactant: [NH:1]1[CH2:5][CH2:4][CH:3]([OH:6])[CH2:2]1.C(N(CC)CC)C.Cl.[F:15][C:16]([F:50])([F:49])[C:17]1[CH:22]=[C:21]([C:23]2[CH:28]=[CH:27][C:26]([C:29]([F:32])([F:31])[F:30])=[CH:25][CH:24]=2)[N:20]=[C:19]([C:33]2[CH:38]=[CH:37][N:36]=[C:35]([C:39]3[CH:40]=[C:41]([S:45](Cl)(=[O:47])=[O:46])[CH:42]=[CH:43][CH:44]=3)[CH:34]=2)[N:18]=1. Product: [F:50][C:16]([F:15])([F:49])[C:17]1[CH:22]=[C:21]([C:23]2[CH:24]=[CH:25][C:26]([C:29]([F:32])([F:31])[F:30])=[CH:27][CH:28]=2)[N:20]=[C:19]([C:33]2[CH:38]=[CH:37][N:36]=[C:35]([C:39]3[CH:40]=[C:41]([S:45]([N:1]4[CH2:5][CH2:4][CH:3]([OH:6])[CH2:2]4)(=[O:47])=[O:46])[CH:42]=[CH:43][CH:44]=3)[CH:34]=2)[N:18]=1. The catalyst class is: 1. (6) Reactant: [CH:1]1([S:4]([NH:7][C:8]([C@@:10]2([NH:15]C(=O)OC(C)(C)C)[CH2:12][C@H:11]2[CH2:13][CH3:14])=[O:9])(=[O:6])=[O:5])[CH2:3][CH2:2]1. Product: [NH2:15][C@:10]1([C:8]([NH:7][S:4]([CH:1]2[CH2:3][CH2:2]2)(=[O:6])=[O:5])=[O:9])[CH2:12][C@H:11]1[CH2:13][CH3:14]. The catalyst class is: 89. (7) Reactant: [H-].[Na+].[CH3:3][O:4][C:5]1[CH:6]=[C:7]2[C:11](=[CH:12][C:13]=1[O:14][CH3:15])[NH:10][CH:9]=[C:8]2[C:16]1[N:25]([S:26]([C:29]2[CH:34]=[CH:33][C:32]([CH3:35])=[CH:31][CH:30]=2)(=[O:28])=[O:27])[C:19]2=[N:20][CH:21]=[CH:22][C:23]([CH3:24])=[C:18]2[CH:17]=1.[CH3:36]I. Product: [CH3:3][O:4][C:5]1[CH:6]=[C:7]2[C:11](=[CH:12][C:13]=1[O:14][CH3:15])[N:10]([CH3:36])[CH:9]=[C:8]2[C:16]1[N:25]([S:26]([C:29]2[CH:30]=[CH:31][C:32]([CH3:35])=[CH:33][CH:34]=2)(=[O:27])=[O:28])[C:19]2=[N:20][CH:21]=[CH:22][C:23]([CH3:24])=[C:18]2[CH:17]=1. The catalyst class is: 35.